Dataset: Forward reaction prediction with 1.9M reactions from USPTO patents (1976-2016). Task: Predict the product of the given reaction. (1) The product is: [O:4]([CH2:8][C:7]([CH2:12][O:13][C:7]1[CH:12]=[CH:11][CH:10]=[CH:9][CH:8]=1)=[O:13])[C:3]1[CH:5]=[CH:11][CH:10]=[CH:9][CH:2]=1. Given the reactants Br[CH2:2][C:3]([CH2:5]Br)=[O:4].[C:7]1([OH:13])[CH:12]=[CH:11][CH:10]=[CH:9][CH:8]=1.[F-].[K+], predict the reaction product. (2) Given the reactants [CH3:1][O:2][C:3]1[CH:4]=[C:5]2[C:10](=[CH:11][CH:12]=1)[C:9]([C:13](=[O:29])[C:14]1[CH:19]=[CH:18][C:17]([O:20][CH2:21][CH2:22][N:23]3[CH2:28][CH2:27][CH2:26][CH2:25][CH2:24]3)=[CH:16][CH:15]=1)=[C:8](OS(C(F)(F)F)(=O)=O)[CH:7]=[CH:6]2.B#B.C([O-])(=O)C.C1(P(C2CCCCC2)C2CCCCC2)CCCCC1.[F-].[Cs+].Br[C:66]1[CH:71]=[CH:70][C:69]([F:72])=[CH:68][C:67]=1[O:73][CH2:74][C:75]1[CH:80]=[CH:79][CH:78]=[CH:77][CH:76]=1, predict the reaction product. The product is: [CH2:74]([O:73][C:67]1[CH:68]=[C:69]([F:72])[CH:70]=[CH:71][C:66]=1[C:8]1[CH:7]=[CH:6][C:5]2[C:10](=[CH:11][CH:12]=[C:3]([O:2][CH3:1])[CH:4]=2)[C:9]=1[C:13]([C:14]1[CH:19]=[CH:18][C:17]([O:20][CH2:21][CH2:22][N:23]2[CH2:28][CH2:27][CH2:26][CH2:25][CH2:24]2)=[CH:16][CH:15]=1)=[O:29])[C:75]1[CH:80]=[CH:79][CH:78]=[CH:77][CH:76]=1. (3) Given the reactants [NH2:1][C:2]1[C:10]([F:11])=[CH:9][CH:8]=[CH:7][C:3]=1[C:4](O)=[O:5].C([N:14]=C=NCCCN(C)C)C.[Cl-].[NH4+].CCN(C(C)C)C(C)C, predict the reaction product. The product is: [NH2:1][C:2]1[C:10]([F:11])=[CH:9][CH:8]=[CH:7][C:3]=1[C:4]([NH2:14])=[O:5]. (4) Given the reactants [CH:1]1([NH2:4])[CH2:3][CH2:2]1.[Si:5]([O:12][CH2:13][CH:14]=O)([C:8]([CH3:11])([CH3:10])[CH3:9])([CH3:7])[CH3:6].[BH4-].[Na+].Cl[CH:19](Cl)[CH3:20], predict the reaction product. The product is: [Si:5]([O:12][CH2:13][CH2:14][NH:4][CH:1]1[CH2:20][CH2:19][CH2:2][CH2:3]1)([C:8]([CH3:11])([CH3:10])[CH3:9])([CH3:7])[CH3:6]. (5) Given the reactants [CH2:1]([NH:8][CH2:9][CH2:10][C:11]1[CH:16]=[CH:15][C:14]([O:17][CH3:18])=[C:13]([O:19][CH3:20])[CH:12]=1)[C:2]1[CH:7]=[CH:6][CH:5]=[CH:4][CH:3]=1.Cl[CH2:22][C:23]([N:25]([CH3:27])[CH3:26])=[O:24].CCN(C(C)C)C(C)C.CN(C=O)C, predict the reaction product. The product is: [CH2:1]([N:8]([CH2:9][CH2:10][C:11]1[CH:16]=[CH:15][C:14]([O:17][CH3:18])=[C:13]([O:19][CH3:20])[CH:12]=1)[CH2:22][C:23]([N:25]([CH3:27])[CH3:26])=[O:24])[C:2]1[CH:7]=[CH:6][CH:5]=[CH:4][CH:3]=1. (6) Given the reactants [NH2:1][C:2]1[C:6]2[CH:7]=[N:8][C:9]3[CH:10]=[C:11]([O:17][CH3:18])[C:12]([O:15][CH3:16])=[CH:13][C:14]=3[C:5]=2[S:4](=O)[C:3]=1[C:20]([O:22][CH3:23])=[O:21].[N+:24]([C:27]1[CH:35]=[CH:34][CH:33]=[CH:32][C:28]=1[C:29](Cl)=[O:30])([O-:26])=[O:25].CCN(CC)CC, predict the reaction product. The product is: [CH3:18][O:17][C:11]1[C:12]([O:15][CH3:16])=[CH:13][C:14]2[C:5]3[S:4][C:3]([C:20]([O:22][CH3:23])=[O:21])=[C:2]([NH:1][C:29](=[O:30])[C:28]4[CH:32]=[CH:33][CH:34]=[CH:35][C:27]=4[N+:24]([O-:26])=[O:25])[C:6]=3[CH:7]=[N:8][C:9]=2[CH:10]=1.